Dataset: Full USPTO retrosynthesis dataset with 1.9M reactions from patents (1976-2016). Task: Predict the reactants needed to synthesize the given product. (1) Given the product [NH2:3][C:4]1[CH:24]=[CH:23][C:7]([C:8]([C:10]2[N:14]3[CH:15]=[CH:16][CH:17]=[CH:18][C:13]3=[C:12]([C:19]([OH:21])=[O:20])[N:11]=2)=[O:9])=[CH:6][C:5]=1[O:25][CH3:26], predict the reactants needed to synthesize it. The reactants are: [OH-].[Na+].[NH2:3][C:4]1[CH:24]=[CH:23][C:7]([C:8]([C:10]2[N:14]3[CH:15]=[CH:16][CH:17]=[CH:18][C:13]3=[C:12]([C:19]([O:21]C)=[O:20])[N:11]=2)=[O:9])=[CH:6][C:5]=1[O:25][CH3:26].O1CCOCC1.S([O-])(O)(=O)=O.[K+]. (2) Given the product [Br:19][CH2:13][C:12]1[N:11]([CH3:14])[C:10](=[O:15])[N:9]([CH3:16])[C:8](=[O:17])[C:7]=1[C:3]1[CH:2]=[C:1]([CH3:18])[CH:6]=[CH:5][CH:4]=1, predict the reactants needed to synthesize it. The reactants are: [C:1]1([CH3:18])[CH:6]=[CH:5][CH:4]=[C:3]([C:7]2[C:8](=[O:17])[N:9]([CH3:16])[C:10](=[O:15])[N:11]([CH3:14])[C:12]=2[CH3:13])[CH:2]=1.[Br:19]Br.